This data is from Full USPTO retrosynthesis dataset with 1.9M reactions from patents (1976-2016). The task is: Predict the reactants needed to synthesize the given product. Given the product [CH:12]1[C:13]2[C:8](=[C:7]([NH:6][CH:3]3[CH2:4][CH2:5][N:1]([CH2:25][C:24]4[CH:23]=[CH:22][C:21]([NH:20][C:17](=[O:19])[CH3:18])=[CH:28][CH:27]=4)[CH2:2]3)[CH:16]=[CH:15][CH:14]=2)[CH:9]=[CH:10][N:11]=1, predict the reactants needed to synthesize it. The reactants are: [NH:1]1[CH2:5][CH2:4][CH:3]([NH:6][C:7]2[C:8]3[CH:9]=[CH:10][N:11]=[CH:12][C:13]=3[CH:14]=[CH:15][CH:16]=2)[CH2:2]1.[C:17]([NH:20][C:21]1[CH:28]=[CH:27][C:24]([CH:25]=O)=[CH:23][CH:22]=1)(=[O:19])[CH3:18].C(O)(=O)C.C(O[BH-](OC(=O)C)OC(=O)C)(=O)C.[Na+].